This data is from Catalyst prediction with 721,799 reactions and 888 catalyst types from USPTO. The task is: Predict which catalyst facilitates the given reaction. Reactant: [NH2:1][C:2]1[CH:7]=[C:6]([N+:8]([O-:10])=[O:9])[CH:5]=[CH:4][C:3]=1[OH:11].C([O-])([O-])=O.[K+].[K+].Cl[CH2:19][C:20](Cl)=[O:21].[CH3:23][O:24][CH2:25][CH2:26][CH2:27]OS(C1C=CC(C)=CC=1)(=O)=O.[H-].[Na+]. Product: [CH3:23][O:24][CH2:25][CH2:26][CH2:27][N:1]1[C:2]2[CH:7]=[C:6]([N+:8]([O-:10])=[O:9])[CH:5]=[CH:4][C:3]=2[O:11][CH2:19][C:20]1=[O:21]. The catalyst class is: 18.